Dataset: Catalyst prediction with 721,799 reactions and 888 catalyst types from USPTO. Task: Predict which catalyst facilitates the given reaction. (1) Reactant: Cl[C:2]1[CH:3]=[CH:4][C:5]2[N:6]([C:8]([C:18]3[CH:23]=[CH:22][N:21]=[C:20]([O:24][CH3:25])[CH:19]=3)=[C:9]([C:11]3[CH:16]=[CH:15][C:14]([F:17])=[CH:13][CH:12]=3)[N:10]=2)[N:7]=1.[N:26]1([CH2:32][CH2:33][OH:34])[CH2:31][CH2:30][NH:29][CH2:28][CH2:27]1. Product: [F:17][C:14]1[CH:15]=[CH:16][C:11]([C:9]2[N:10]=[C:5]3[CH:4]=[CH:3][C:2]([N:29]4[CH2:30][CH2:31][N:26]([CH2:32][CH2:33][OH:34])[CH2:27][CH2:28]4)=[N:7][N:6]3[C:8]=2[C:18]2[CH:23]=[CH:22][N:21]=[C:20]([O:24][CH3:25])[CH:19]=2)=[CH:12][CH:13]=1. The catalyst class is: 709. (2) Reactant: C(O)(C(F)(F)F)=O.[C:8]1([C:14]2[CH:23]=[C:22]([C:24]([NH:26][CH2:27][C@H:28]3[CH2:33][CH2:32][C@H:31]([CH2:34][NH:35]C(=O)OC(C)(C)C)[CH2:30][CH2:29]3)=[O:25])[C:21]3[C:16](=[CH:17][CH:18]=[CH:19][CH:20]=3)[N:15]=2)[CH:13]=[CH:12][CH:11]=[CH:10][CH:9]=1.C([O-])(O)=O.[Na+]. Product: [NH2:35][CH2:34][C@H:31]1[CH2:32][CH2:33][C@H:28]([CH2:27][NH:26][C:24]([C:22]2[C:21]3[C:16](=[CH:17][CH:18]=[CH:19][CH:20]=3)[N:15]=[C:14]([C:8]3[CH:9]=[CH:10][CH:11]=[CH:12][CH:13]=3)[CH:23]=2)=[O:25])[CH2:29][CH2:30]1. The catalyst class is: 2. (3) Reactant: [C:1]([O:4][C@@H:5]1[CH2:10][CH2:9][CH2:8][CH2:7][C@H:6]1[C:11]1[CH:16]=[CH:15][C:14](I)=[CH:13][CH:12]=1)(=[O:3])[CH3:2].C([O-])(=O)C.[K+].[B:23]1([B:23]2[O:27][C:26]([CH3:29])([CH3:28])[C:25]([CH3:31])([CH3:30])[O:24]2)[O:27][C:26]([CH3:29])([CH3:28])[C:25]([CH3:31])([CH3:30])[O:24]1.O. Product: [C:1]([O:4][C@@H:5]1[CH2:10][CH2:9][CH2:8][CH2:7][C@H:6]1[C:11]1[CH:16]=[CH:15][C:14]([B:23]2[O:27][C:26]([CH3:29])([CH3:28])[C:25]([CH3:31])([CH3:30])[O:24]2)=[CH:13][CH:12]=1)(=[O:3])[CH3:2]. The catalyst class is: 16. (4) Reactant: C[C:2](C)([O-:4])C.[K+].[Cl-].COC[P+](C1C=CC=CC=1)(C1C=CC=CC=1)C1C=CC=CC=1.[O:30]1[C:34]2[CH:35]=[CH:36][CH:37]=[CH:38][C:33]=2[CH:32]=[C:31]1[CH:39]1[CH2:44][CH2:43][C:42](=O)[CH2:41][CH2:40]1.Cl. Product: [O:30]1[C:34]2[CH:35]=[CH:36][CH:37]=[CH:38][C:33]=2[CH:32]=[C:31]1[CH:39]1[CH2:44][CH2:43][CH:42]([CH:2]=[O:4])[CH2:41][CH2:40]1. The catalyst class is: 30.